Dataset: Reaction yield outcomes from USPTO patents with 853,638 reactions. Task: Predict the reaction yield, written as a fraction of the theoretical maximum amount of product (1.0 means a 100% yield; for example, 0.34 means a 34% yield). The reactants are [NH:1]1[C:5]([C:6]2[CH:7]=[C:8]([CH:10]=[CH:11][CH:12]=2)[NH2:9])=[N:4][N:3]=[N:2]1.[C:13]([C:15]1[CH:16]=[C:17]([CH:21]=[C:22]([Br:24])[CH:23]=1)[C:18](O)=[O:19])#[N:14]. No catalyst specified. The product is [Br:24][C:22]1[CH:21]=[C:17]([CH:16]=[C:15]([C:13]#[N:14])[CH:23]=1)[C:18]([NH:9][C:8]1[CH:10]=[CH:11][CH:12]=[C:6]([C:5]2[NH:1][N:2]=[N:3][N:4]=2)[CH:7]=1)=[O:19]. The yield is 0.240.